Task: Regression. Given a peptide amino acid sequence and an MHC pseudo amino acid sequence, predict their binding affinity value. This is MHC class II binding data.. Dataset: Peptide-MHC class II binding affinity with 134,281 pairs from IEDB The peptide sequence is CIPSLEAAVKQAYAA. The MHC is DRB1_0405 with pseudo-sequence DRB1_0405. The binding affinity (normalized) is 0.188.